This data is from Catalyst prediction with 721,799 reactions and 888 catalyst types from USPTO. The task is: Predict which catalyst facilitates the given reaction. (1) Reactant: [NH2:1][CH2:2][CH2:3][C:4]([O:6]C)=[O:5].[C:8](Cl)(=[O:13])[C:9]([CH3:12])([CH3:11])[CH3:10].Cl. Product: [CH3:10][C:9]([CH3:12])([CH3:11])[C:8]([NH:1][CH2:2][CH2:3][C:4]([OH:6])=[O:5])=[O:13]. The catalyst class is: 74. (2) Reactant: [CH2:1]([N:8]([CH2:32][C:33]1[CH:38]=[CH:37][CH:36]=[CH:35][CH:34]=1)[C:9]1[CH:10]=[C:11]([N:18]2[CH2:23][CH2:22][N:21]([C:24]([C:26]3[CH:31]=[CH:30][CH:29]=[CH:28][CH:27]=3)=[O:25])[CH2:20][CH2:19]2)[CH:12]=[CH:13][C:14]=1[N+:15]([O-])=O)[C:2]1[CH:7]=[CH:6][CH:5]=[CH:4][CH:3]=1.Cl[Sn]Cl.O. Product: [NH2:15][C:14]1[CH:13]=[CH:12][C:11]([N:18]2[CH2:23][CH2:22][N:21]([C:24]([C:26]3[CH:31]=[CH:30][CH:29]=[CH:28][CH:27]=3)=[O:25])[CH2:20][CH2:19]2)=[CH:10][C:9]=1[N:8]([CH2:32][C:33]1[CH:38]=[CH:37][CH:36]=[CH:35][CH:34]=1)[CH2:1][C:2]1[CH:3]=[CH:4][CH:5]=[CH:6][CH:7]=1. The catalyst class is: 25. (3) Reactant: C(N[CH:5]([CH3:7])[CH3:6])(C)C.C([Li])CCC.[CH2:13]([O:15][C:16]([CH:18]1[CH2:23][CH2:22][CH2:21][C:20](=[O:24])[CH2:19]1)=[O:17])[CH3:14].C(Br)C=C.C1C[O:32][CH2:31][CH2:30]1. Product: [CH2:13]([O:15][C:16]([C:18]1([CH2:7][CH:5]=[CH2:6])[CH2:23][CH2:22][CH2:21][C:20]2([O:32][CH2:31][CH2:30][O:24]2)[CH2:19]1)=[O:17])[CH3:14]. The catalyst class is: 81.